The task is: Regression. Given a peptide amino acid sequence and an MHC pseudo amino acid sequence, predict their binding affinity value. This is MHC class I binding data.. This data is from Peptide-MHC class I binding affinity with 185,985 pairs from IEDB/IMGT. The peptide sequence is LEEDIQHFL. The binding affinity (normalized) is 0.213. The MHC is HLA-C04:01 with pseudo-sequence HLA-C04:01.